This data is from Full USPTO retrosynthesis dataset with 1.9M reactions from patents (1976-2016). The task is: Predict the reactants needed to synthesize the given product. (1) Given the product [NH2:28][C:17]1[C:16]([O:15][CH2:8][C:9]2[CH:14]=[CH:13][CH:12]=[CH:11][CH:10]=2)=[CH:20][N:19]([C:21]2[CH:26]=[CH:25][CH:24]=[CH:23][C:22]=2[F:27])[N:18]=1, predict the reactants needed to synthesize it. The reactants are: C(O)(C(F)(F)F)=O.[CH2:8]([O:15][C:16]1[C:17]([NH:28]C(OC(C)(C)C)=O)=[N:18][N:19]([C:21]2[CH:26]=[CH:25][CH:24]=[CH:23][C:22]=2[F:27])[CH:20]=1)[C:9]1[CH:14]=[CH:13][CH:12]=[CH:11][CH:10]=1.[OH-].[Na+]. (2) Given the product [CH3:1][S:2]([C:5]1[CH:6]=[CH:7][C:8]([O:14][CH:15]([CH3:20])[C:16]([F:19])([F:18])[F:17])=[C:9]([C:10]([N:39]2[CH2:38][CH2:37][N:36]([C:34]3[S:35][C:31]([S:28]([C:23]4[CH:24]=[CH:25][CH:26]=[CH:27][N:22]=4)(=[O:30])=[O:29])=[CH:32][N:33]=3)[CH2:41][CH2:40]2)=[O:12])[CH:13]=1)(=[O:3])=[O:4], predict the reactants needed to synthesize it. The reactants are: [CH3:1][S:2]([C:5]1[CH:6]=[CH:7][C:8]([O:14][CH:15]([CH3:20])[C:16]([F:19])([F:18])[F:17])=[C:9]([CH:13]=1)[C:10]([OH:12])=O)(=[O:4])=[O:3].Cl.[N:22]1[CH:27]=[CH:26][CH:25]=[CH:24][C:23]=1[S:28]([C:31]1[S:35][C:34]([N:36]2[CH2:41][CH2:40][NH:39][CH2:38][CH2:37]2)=[N:33][CH:32]=1)(=[O:30])=[O:29]. (3) Given the product [O:14]1[C:18]2([CH2:19][CH2:20][CH:21]([C:24]3[CH:25]=[CH:26][C:27]([C:30]4[CH:34]=[C:33]([O:35][CH2:2][C:3]5[CH:8]=[CH:7][CH:6]=[CH:5][C:4]=5[O:9][C:10]([F:13])([F:12])[F:11])[NH:32][N:31]=4)=[CH:28][N:29]=3)[CH2:22][CH2:23]2)[O:17][CH2:16][CH2:15]1, predict the reactants needed to synthesize it. The reactants are: Br[CH2:2][C:3]1[CH:8]=[CH:7][CH:6]=[CH:5][C:4]=1[O:9][C:10]([F:13])([F:12])[F:11].[O:14]1[C:18]2([CH2:23][CH2:22][CH:21]([C:24]3[N:29]=[CH:28][C:27]([C:30]4[CH:34]=[C:33]([OH:35])[NH:32][N:31]=4)=[CH:26][CH:25]=3)[CH2:20][CH2:19]2)[O:17][CH2:16][CH2:15]1.C(=O)([O-])[O-].[K+].[K+]. (4) The reactants are: [Sn](Cl)(Cl)(Cl)Cl.[CH3:6][O:7][C:8]([C:10]1[S:11][C:12]([C:18]#[C:19][CH:20]2[CH2:22][CH2:21]2)=[CH:13][C:14]=1[N+:15]([O-])=O)=[O:9]. Given the product [CH3:6][O:7][C:8]([C:10]1[S:11][C:12]([C:18]#[C:19][CH:20]2[CH2:21][CH2:22]2)=[CH:13][C:14]=1[NH2:15])=[O:9], predict the reactants needed to synthesize it. (5) The reactants are: [NH2:1][C:2]1[C:7]([NH:8][C:9](=[O:18])[O:10][CH2:11][C:12]2[CH:17]=[CH:16][CH:15]=[CH:14][CH:13]=2)=[CH:6][CH:5]=[CH:4][N:3]=1.ClC1C=CC=C(C(OO)=[O:27])C=1.Cl. Given the product [NH2:1][C:2]1[C:7]([NH:8][C:9](=[O:18])[O:10][CH2:11][C:12]2[CH:13]=[CH:14][CH:15]=[CH:16][CH:17]=2)=[CH:6][CH:5]=[CH:4][N+:3]=1[O-:27], predict the reactants needed to synthesize it. (6) Given the product [O:94]=[C:93]1[CH2:95][CH2:96][C:97](=[O:98])[N:92]1[O:11][C:10](=[O:12])[CH2:9][CH2:8][C@H:7]([NH:13][C:14](=[O:77])[CH2:15][CH2:16][C@@H:17]([C:70]([O:72][C:73]([CH3:76])([CH3:75])[CH3:74])=[O:71])[NH:18][C:19](=[O:69])[CH2:20][CH2:21][C@@H:22]([C:62]([O:64][C:65]([CH3:68])([CH3:67])[CH3:66])=[O:63])[NH:23][C:24](=[O:61])[CH2:25][CH2:26][C@@H:27]([C:54]([O:56][C:57]([CH3:58])([CH3:59])[CH3:60])=[O:55])[NH:28][C:29](=[O:53])[CH2:30][CH2:31][CH2:32][CH2:33][CH2:34][CH2:35][CH2:36][CH2:37][CH2:38][CH2:39][CH2:40][CH2:41][CH2:42][CH2:43][CH2:44][CH2:45][C:46]([O:48][C:49]([CH3:50])([CH3:51])[CH3:52])=[O:47])[C:6]([O:5][C:1]([CH3:2])([CH3:3])[CH3:4])=[O:78], predict the reactants needed to synthesize it. The reactants are: [C:1]([O:5][C:6](=[O:78])[C@@H:7]([NH:13][C:14](=[O:77])[CH2:15][CH2:16][C@@H:17]([C:70]([O:72][C:73]([CH3:76])([CH3:75])[CH3:74])=[O:71])[NH:18][C:19](=[O:69])[CH2:20][CH2:21][C@@H:22]([C:62]([O:64][C:65]([CH3:68])([CH3:67])[CH3:66])=[O:63])[NH:23][C:24](=[O:61])[CH2:25][CH2:26][C@@H:27]([C:54]([O:56][C:57]([CH3:60])([CH3:59])[CH3:58])=[O:55])[NH:28][C:29](=[O:53])[CH2:30][CH2:31][CH2:32][CH2:33][CH2:34][CH2:35][CH2:36][CH2:37][CH2:38][CH2:39][CH2:40][CH2:41][CH2:42][CH2:43][CH2:44][CH2:45][C:46]([O:48][C:49]([CH3:52])([CH3:51])[CH3:50])=[O:47])[CH2:8][CH2:9][C:10]([OH:12])=[O:11])([CH3:4])([CH3:3])[CH3:2].[B-](F)(F)(F)F.CN(C(O[N:92]1[C:97](=[O:98])[CH2:96][CH2:95][C:93]1=[O:94])=[N+](C)C)C.